Predict which catalyst facilitates the given reaction. From a dataset of Catalyst prediction with 721,799 reactions and 888 catalyst types from USPTO. (1) Reactant: [C:1]([C:4]1[C:5]([N:16]2[CH2:21][CH2:20][CH:19]([C:22]([OH:24])=O)[CH2:18][CH2:17]2)=[N:6][C:7]([CH3:15])=[C:8]([C:10]([O:12][CH2:13][CH3:14])=[O:11])[CH:9]=1)(=[O:3])[CH3:2].CCN(C(C)C)C(C)C.CN(C(ON1N=NC2C=CC=CC1=2)=[N+](C)C)C.[B-](F)(F)(F)F.[C:56]1([CH2:62][S:63]([NH2:66])(=[O:65])=[O:64])[CH:61]=[CH:60][CH:59]=[CH:58][CH:57]=1. Product: [C:1]([C:4]1[C:5]([N:16]2[CH2:21][CH2:20][CH:19]([C:22]([NH:66][S:63]([CH2:62][C:56]3[CH:57]=[CH:58][CH:59]=[CH:60][CH:61]=3)(=[O:64])=[O:65])=[O:24])[CH2:18][CH2:17]2)=[N:6][C:7]([CH3:15])=[C:8]([CH:9]=1)[C:10]([O:12][CH2:13][CH3:14])=[O:11])(=[O:3])[CH3:2]. The catalyst class is: 2. (2) Reactant: Cl[C:2]1[CH:7]=[C:6]([CH3:8])[N:5]=[C:4]([NH:9][CH3:10])[N:3]=1.[F:11][C:12]([F:30])([F:29])[C:13]1[CH:18]=[CH:17][CH:16]=[CH:15][C:14]=1[CH2:19][NH:20][C:21]([CH:23]1[CH2:28][CH2:27][NH:26][CH2:25][CH2:24]1)=[O:22].[OH-].[Na+]. Product: [CH3:8][C:6]1[N:5]=[C:4]([NH:9][CH3:10])[N:3]=[C:2]([N:26]2[CH2:27][CH2:28][CH:23]([C:21]([NH:20][CH2:19][C:14]3[CH:15]=[CH:16][CH:17]=[CH:18][C:13]=3[C:12]([F:11])([F:29])[F:30])=[O:22])[CH2:24][CH2:25]2)[CH:7]=1. The catalyst class is: 12. (3) Reactant: CS(O[CH2:6][CH2:7][CH2:8][C:9]1[C:33]([O:34][CH3:35])=[CH:32][C:12]2[C@@H:13]([C:26]3[CH:31]=[CH:30][CH:29]=[CH:28][CH:27]=3)[NH:14][C@@:15]([CH2:22][CH2:23][CH2:24][CH3:25])([CH2:20][CH3:21])[CH2:16][S:17](=[O:19])(=[O:18])[C:11]=2[CH:10]=1)(=O)=O.C(=O)([O-])[O-].[K+].[K+].[NH2:42][CH2:43][CH2:44][S:45]([OH:48])(=[O:47])=[O:46].Cl. Product: [CH2:22]([C@@:15]1([CH2:20][CH3:21])[NH:14][C@H:13]([C:26]2[CH:27]=[CH:28][CH:29]=[CH:30][CH:31]=2)[C:12]2[CH:32]=[C:33]([O:34][CH3:35])[C:9]([CH2:8][CH2:7][CH2:6][NH:42][CH2:43][CH2:44][S:45]([OH:48])(=[O:47])=[O:46])=[CH:10][C:11]=2[S:17](=[O:19])(=[O:18])[CH2:16]1)[CH2:23][CH2:24][CH3:25]. The catalyst class is: 3. (4) Reactant: [CH3:1][C:2]1[CH:7]=[C:6]([CH2:8][CH:9]=[CH2:10])[CH:5]=[C:4]([CH3:11])[C:3]=1[NH:12][C:13]([NH:15][C:16]1[C:17]([C:26]([NH:28][C:29]2([C:36]([O:38][CH3:39])=[O:37])[CH2:35][CH2:34][CH2:33][CH2:32][CH2:31][CH2:30]2)=[O:27])=[CH:18][C:19]2[C:24]([CH:25]=1)=[CH:23][CH:22]=[CH:21][CH:20]=2)=[O:14]. Product: [CH3:11][C:4]1[CH:5]=[C:6]([CH2:8][CH2:9][CH3:10])[CH:7]=[C:2]([CH3:1])[C:3]=1[NH:12][C:13]([NH:15][C:16]1[C:17]([C:26]([NH:28][C:29]2([C:36]([O:38][CH3:39])=[O:37])[CH2:35][CH2:34][CH2:33][CH2:32][CH2:31][CH2:30]2)=[O:27])=[CH:18][C:19]2[C:24]([CH:25]=1)=[CH:23][CH:22]=[CH:21][CH:20]=2)=[O:14]. The catalyst class is: 78. (5) Product: [CH3:24][O:23][CH2:22][CH2:21][O:20][C:17]1[CH:16]=[CH:15][C:14]2[C:13]3[N:12]=[C:11]([C:25]4[CH:30]=[CH:29][C:28]([O:31][CH3:32])=[CH:27][CH:26]=4)[CH:10]=[C:5]([C:6]([O:8][CH3:9])=[O:7])[C:4]=3[NH:1][C:19]=2[CH:18]=1. Reactant: [N:1]([C:4]1[C:13]([C:14]2[CH:19]=[CH:18][C:17]([O:20][CH2:21][CH2:22][O:23][CH3:24])=[CH:16][CH:15]=2)=[N:12][C:11]([C:25]2[CH:30]=[CH:29][C:28]([O:31][CH3:32])=[CH:27][CH:26]=2)=[CH:10][C:5]=1[C:6]([O:8][CH3:9])=[O:7])=[N+]=[N-]. The catalyst class is: 262. (6) The catalyst class is: 2. Reactant: [CH:1]1([NH:4][C:5]([NH:7][C:8]2[CH:13]=[CH:12][C:11]([C:14]3[C:15]4[CH2:29][NH:28][CH2:27][C:16]=4[N:17]=[C:18]([N:20]4[CH2:25][CH2:24][O:23][CH2:22][C@@H:21]4[CH3:26])[N:19]=3)=[CH:10][CH:9]=2)=[O:6])[CH2:3][CH2:2]1.[C:30](Cl)(=[O:32])[CH3:31].CCN(CC)CC. Product: [C:30]([N:28]1[CH2:29][C:15]2[C:14]([C:11]3[CH:12]=[CH:13][C:8]([NH:7][C:5]([NH:4][CH:1]4[CH2:3][CH2:2]4)=[O:6])=[CH:9][CH:10]=3)=[N:19][C:18]([N:20]3[CH2:25][CH2:24][O:23][CH2:22][C@@H:21]3[CH3:26])=[N:17][C:16]=2[CH2:27]1)(=[O:32])[CH3:31]. (7) Product: [C:1]([O:5][C:6]([NH:8][C@H:9]([C:19]([NH:26][CH2:25][C:24]#[N:23])=[O:21])[CH2:10][C:11]1[CH:12]=[C:13]([CH3:18])[CH:14]=[C:15]([CH3:17])[CH:16]=1)=[O:7])([CH3:2])([CH3:3])[CH3:4]. The catalyst class is: 18. Reactant: [C:1]([O:5][C:6]([NH:8][C@H:9]([C:19]([OH:21])=O)[CH2:10][C:11]1[CH:16]=[C:15]([CH3:17])[CH:14]=[C:13]([CH3:18])[CH:12]=1)=[O:7])([CH3:4])([CH3:3])[CH3:2].Cl.[NH2:23][CH2:24][C:25]#[N:26].CN(C(ON1N=NC2C=CC=NC1=2)=[N+](C)C)C.F[P-](F)(F)(F)(F)F.C(N(C(C)C)CC)(C)C. (8) Reactant: [Cl:1][C:2]1[CH:3]=[C:4]([CH:8]=[CH:9][C:10]=1[CH:11]1[CH2:16][CH2:15][CH2:14][CH2:13][CH2:12]1)[C:5]([OH:7])=O.O[NH:18][C:19](=[NH:28])[C:20]1[CH:25]=[CH:24][C:23]([CH2:26][OH:27])=[CH:22][CH:21]=1.O.ON1C2C=CC=CC=2N=N1. Product: [Cl:1][C:2]1[CH:3]=[C:4]([C:5]2[O:7][N:28]=[C:19]([C:20]3[CH:25]=[CH:24][C:23]([CH2:26][OH:27])=[CH:22][CH:21]=3)[N:18]=2)[CH:8]=[CH:9][C:10]=1[CH:11]1[CH2:16][CH2:15][CH2:14][CH2:13][CH2:12]1. The catalyst class is: 9.